Dataset: Full USPTO retrosynthesis dataset with 1.9M reactions from patents (1976-2016). Task: Predict the reactants needed to synthesize the given product. (1) Given the product [CH3:22][C:21]([CH:14]1[CH2:13][C:12]2[C:16](=[CH:17][CH:18]=[C:10]([N:6]3[CH2:5][C@H:4]([CH2:3][NH:2][C:32](=[S:34])[CH3:33])[O:8][C:7]3=[O:9])[CH:11]=2)[N:15]1[CH:19]=[O:20])([CH3:24])[CH3:23], predict the reactants needed to synthesize it. The reactants are: Cl.[NH2:2][CH2:3][C@@H:4]1[O:8][C:7](=[O:9])[N:6]([C:10]2[CH:11]=[C:12]3[C:16](=[CH:17][CH:18]=2)[N:15]([CH:19]=[O:20])[CH:14]([C:21]([CH3:24])([CH3:23])[CH3:22])[CH2:13]3)[CH2:5]1.C(N(CC)CC)C.[C:32](SCC)(=[S:34])[CH3:33]. (2) Given the product [C:49]([NH:36][S:33]([C:27]1[CH:28]=[C:29]2[C:24](=[CH:25][CH:26]=1)[O:23][C:20]1([CH2:19][CH2:18][N:17]([C:15]([C:5]3[CH:4]=[C:3]([O:2][CH3:1])[C:12]4[C:7](=[C:8]([O:13][CH3:14])[CH:9]=[CH:10][CH:11]=4)[N:6]=3)=[O:16])[CH2:22][CH2:21]1)[CH2:31][C:30]2=[O:32])(=[O:34])=[O:35])(=[O:50])[CH3:48], predict the reactants needed to synthesize it. The reactants are: [CH3:1][O:2][C:3]1[C:12]2[C:7](=[C:8]([O:13][CH3:14])[CH:9]=[CH:10][CH:11]=2)[N:6]=[C:5]([C:15]([N:17]2[CH2:22][CH2:21][C:20]3([CH2:31][C:30](=[O:32])[C:29]4[C:24](=[CH:25][CH:26]=[C:27]([S:33]([NH2:36])(=[O:35])=[O:34])[CH:28]=4)[O:23]3)[CH2:19][CH2:18]2)=[O:16])[CH:4]=1.CCN=C=NCCCN(C)C.[CH3:48][C:49](O)=[O:50].C(=O)([O-])O.[Na+].